Dataset: Forward reaction prediction with 1.9M reactions from USPTO patents (1976-2016). Task: Predict the product of the given reaction. (1) Given the reactants S([O:6][CH3:7])(OC)(=O)=O.[OH-].[Na+].O[C:11]1[CH:16]=[CH:15][C:14]([N+:17]([O-:19])=[O:18])=[CH:13][N:12]=1.Cl, predict the reaction product. The product is: [CH3:11][N:12]1[CH:13]=[C:14]([N+:17]([O-:19])=[O:18])[CH:15]=[CH:16][C:7]1=[O:6]. (2) The product is: [P:37]([O:29][CH2:28][C:22]1([C:17]2[CH:16]=[CH:15][C:14]3[C:19](=[CH:20][CH:21]=[C:12]([O:11][C@H:8]4[CH2:7][CH2:6][C@H:5]([C:1]([CH3:2])([CH3:3])[CH3:4])[CH2:10][CH2:9]4)[C:13]=3[C:30]([F:32])([F:33])[F:31])[CH:18]=2)[CH2:26][O:25][C:24]([CH3:27])=[N:23]1)([O:38][C:39]([CH3:40])([CH3:41])[CH3:42])([O:43][C:44]([CH3:45])([CH3:46])[CH3:47])=[O:63]. Given the reactants [C:1]([C@H:5]1[CH2:10][CH2:9][C@H:8]([O:11][C:12]2[C:13]([C:30]([F:33])([F:32])[F:31])=[C:14]3[C:19](=[CH:20][CH:21]=2)[CH:18]=[C:17]([C:22]2([CH2:28][OH:29])[CH2:26][O:25][C:24]([CH3:27])=[N:23]2)[CH:16]=[CH:15]3)[CH2:7][CH2:6]1)([CH3:4])([CH3:3])[CH3:2].C(N(CC)[P:37]([O:43][C:44]([CH3:47])([CH3:46])[CH3:45])[O:38][C:39]([CH3:42])([CH3:41])[CH3:40])C.N1C=NN=N1.ClC1C=CC=C(C(OO)=[O:63])C=1.S([O-])([O-])(=O)=S.[Na+].[Na+], predict the reaction product. (3) Given the reactants C([O:3][C:4]([C:6]1[CH:7]=[N:8][N:9]2[C:14]([C:15]([F:18])([F:17])[F:16])=[CH:13][C:12]([C:19]3[CH:24]=[CH:23][C:22]([C:25]([F:28])([F:27])[F:26])=[CH:21][CH:20]=3)=[CH:11][C:10]=12)=[O:5])C.O[Li].O.Cl, predict the reaction product. The product is: [F:18][C:15]([F:16])([F:17])[C:14]1[N:9]2[N:8]=[CH:7][C:6]([C:4]([OH:5])=[O:3])=[C:10]2[CH:11]=[C:12]([C:19]2[CH:20]=[CH:21][C:22]([C:25]([F:26])([F:27])[F:28])=[CH:23][CH:24]=2)[CH:13]=1. (4) Given the reactants C(OC([NH:8][C@H:9]([C:23]([O:25][CH3:26])=[O:24])[CH2:10][C:11]1[CH:16]=[CH:15][C:14]([CH:17]2[CH2:22][CH2:21][O:20][CH2:19][CH2:18]2)=[CH:13][CH:12]=1)=O)(C)(C)C.Cl, predict the reaction product. The product is: [O:20]1[CH2:21][CH2:22][CH:17]([C:14]2[CH:15]=[CH:16][C:11]([CH2:10][C@@H:9]([C:23]([O:25][CH3:26])=[O:24])[NH2:8])=[CH:12][CH:13]=2)[CH2:18][CH2:19]1.